From a dataset of Full USPTO retrosynthesis dataset with 1.9M reactions from patents (1976-2016). Predict the reactants needed to synthesize the given product. Given the product [CH3:23][O:22][C:20](=[O:21])[CH2:19][C@H:16]1[C:15]2[CH:24]=[CH:25][C:12]([O:11][C@H:9]3[C:10]4[C:6](=[C:5]([O:45][C:31]5[CH:32]=[C:33]([F:44])[C:34]([O:36][CH2:37][CH2:38][CH2:39][S:40]([CH3:43])(=[O:42])=[O:41])=[CH:35][C:30]=5[F:29])[CH:4]=[CH:3][C:2]=4[F:1])[CH2:7][CH2:8]3)=[CH:13][C:14]=2[O:18][CH2:17]1, predict the reactants needed to synthesize it. The reactants are: [F:1][C:2]1[CH:3]=[CH:4][C:5](B(O)O)=[C:6]2[C:10]=1[C@H:9]([O:11][C:12]1[CH:25]=[CH:24][C:15]3[C@H:16]([CH2:19][C:20]([O:22][CH3:23])=[O:21])[CH2:17][O:18][C:14]=3[CH:13]=1)[CH2:8][CH2:7]2.[F:29][C:30]1[CH:35]=[C:34]([O:36][CH2:37][CH2:38][CH2:39][S:40]([CH3:43])(=[O:42])=[O:41])[C:33]([F:44])=[CH:32][C:31]=1[OH:45].